Dataset: Peptide-MHC class I binding affinity with 185,985 pairs from IEDB/IMGT. Task: Regression. Given a peptide amino acid sequence and an MHC pseudo amino acid sequence, predict their binding affinity value. This is MHC class I binding data. (1) The peptide sequence is RLITVNPIV. The MHC is HLA-A02:17 with pseudo-sequence HLA-A02:17. The binding affinity (normalized) is 0.406. (2) The peptide sequence is VLSSFFALR. The MHC is HLA-A11:01 with pseudo-sequence HLA-A11:01. The binding affinity (normalized) is 0.399.